This data is from Reaction yield outcomes from USPTO patents with 853,638 reactions. The task is: Predict the reaction yield, written as a fraction of the theoretical maximum amount of product (1.0 means a 100% yield; for example, 0.34 means a 34% yield). (1) The reactants are Br[CH:2]([CH2:4][CH3:5])[CH3:3].[CH3:6][O:7][C:8]1[CH:13]=[CH:12][C:11]([S:14]([NH:17][C:18]2[CH:23]=[CH:22][C:21]([O:24][CH3:25])=[CH:20][CH:19]=2)(=[O:16])=[O:15])=[CH:10][CH:9]=1. No catalyst specified. The product is [CH:2]([N:17]([C:18]1[CH:23]=[CH:22][C:21]([O:24][CH3:25])=[CH:20][CH:19]=1)[S:14]([C:11]1[CH:12]=[CH:13][C:8]([O:7][CH3:6])=[CH:9][CH:10]=1)(=[O:16])=[O:15])([CH2:4][CH3:5])[CH3:3]. The yield is 0.720. (2) The reactants are [CH2:1]([O:8][C:9]1[CH:10]=[C:11]2[C:16](=[CH:17][CH:18]=1)[CH:15]=[C:14](B(O)O)[CH2:13][CH2:12]2)[C:2]1[CH:7]=[CH:6][CH:5]=[CH:4][CH:3]=1.C(O)C.[OH:25][CH2:26][C:27](=O)[CH2:28][OH:29].[CH2:31]([NH2:38])[C:32]1[CH:37]=[CH:36][CH:35]=[CH:34][CH:33]=1. The catalyst is C(Cl)Cl.CO. The product is [CH2:31]([NH:38][C:27]([C:14]1[CH2:13][CH2:12][C:11]2[C:16](=[CH:17][CH:18]=[C:9]([O:8][CH2:1][C:2]3[CH:7]=[CH:6][CH:5]=[CH:4][CH:3]=3)[CH:10]=2)[CH:15]=1)([CH2:28][OH:29])[CH2:26][OH:25])[C:32]1[CH:37]=[CH:36][CH:35]=[CH:34][CH:33]=1. The yield is 0.150. (3) The reactants are [N+:1]([C:4]1[C:9]2[CH:10]=[CH:11][O:12][C:8]=2[C:7]([CH2:13][C:14]#[N:15])=[CH:6][CH:5]=1)([O-])=O.[C:16](OC(=O)C)(=[O:18])[CH3:17].O1CCCC1.[H][H]. The catalyst is [Pd].C(OCC)(=O)C. The product is [C:14]([CH2:13][C:7]1[C:8]2[O:12][CH:11]=[CH:10][C:9]=2[C:4]([NH:1][C:16](=[O:18])[CH3:17])=[CH:5][CH:6]=1)#[N:15]. The yield is 0.670. (4) The reactants are [NH2:1][C:2]1[CH:10]=[C:9]2[C:5]([CH2:6][O:7][C:8]2=[C:11]2[C:19]3[C:14](=[CH:15][CH:16]=[CH:17][CH:18]=3)[NH:13][C:12]2=[O:20])=[CH:4][CH:3]=1.C(N(CC)C(C)C)(C)C.[C:30](Cl)(=[O:34])[CH2:31][CH2:32][CH3:33]. The catalyst is C1COCC1. The product is [O:20]=[C:12]1[C:11](=[C:8]2[C:9]3[C:5](=[CH:4][CH:3]=[C:2]([NH:1][C:30](=[O:34])[CH2:31][CH2:32][CH3:33])[CH:10]=3)[CH2:6][O:7]2)[C:19]2[C:14](=[CH:15][CH:16]=[CH:17][CH:18]=2)[NH:13]1. The yield is 0.730. (5) The reactants are [NH2:1][C:2]1[C:3]2[C:4]3[C:5](=[CH:13][N:14]([C@@H:16]4[O:22][C@H:21]([CH2:23][OH:24])[C@@H:19]([OH:20])[C@@:17]4([CH3:25])[OH:18])[N:15]=2)[CH:6]=[CH:7][C:8]=3[C:9](=[O:12])[NH:10][N:11]=1.[Si:26](Cl)([C:29]([CH3:32])([CH3:31])[CH3:30])([CH3:28])[CH3:27].N1C=CN=C1. The catalyst is CN(C=O)C. The product is [NH2:1][C:2]1[C:3]2[C:4]3[C:5](=[CH:13][N:14]([C@@H:16]4[O:22][C@H:21]([CH2:23][O:24][Si:26]([C:29]([CH3:32])([CH3:31])[CH3:30])([CH3:28])[CH3:27])[C@@H:19]([OH:20])[C@@:17]4([CH3:25])[OH:18])[N:15]=2)[CH:6]=[CH:7][C:8]=3[C:9](=[O:12])[NH:10][N:11]=1. The yield is 0.440. (6) The reactants are O[CH:2]=[C:3]1[C:11]2[C:6](=[CH:7][C:8]([C:12]([C:14]3[CH:15]=[C:16]([NH:20][C:21]([C:23]4[O:24][CH:25]=[CH:26][C:27]=4[CH3:28])=[O:22])[CH:17]=[CH:18][CH:19]=3)=[O:13])=[CH:9][CH:10]=2)[NH:5][C:4]1=[O:29].[N:30]1([CH2:35][CH2:36][C:37]2[CH:42]=[CH:41][C:40]([NH2:43])=[CH:39][CH:38]=2)[CH2:34][CH2:33][CH2:32][CH2:31]1. The catalyst is C1COCC1. The product is [O:29]=[C:4]1[C:3](=[CH:2][NH:43][C:40]2[CH:41]=[CH:42][C:37]([CH2:36][CH2:35][N:30]3[CH2:34][CH2:33][CH2:32][CH2:31]3)=[CH:38][CH:39]=2)[C:11]2[C:6](=[CH:7][C:8]([C:12]([C:14]3[CH:15]=[C:16]([NH:20][C:21]([C:23]4[O:24][CH:25]=[CH:26][C:27]=4[CH3:28])=[O:22])[CH:17]=[CH:18][CH:19]=3)=[O:13])=[CH:9][CH:10]=2)[NH:5]1. The yield is 0.170. (7) The reactants are [C:1]([C:3]1[C:11]2[CH2:10][CH2:9][N:8]([C:12]([O:14][CH2:15][CH3:16])=[O:13])[CH2:7][C:6]=2[O:5][C:4]=1/[N:17]=[CH:18]/[N:19](C)C)#[N:2].[Cl:22][C:23]1[CH:24]=[C:25]([CH:27]=[CH:28][C:29]=1[Cl:30])N. The catalyst is C(#N)C.C(O)(=O)C. The product is [Cl:22][C:23]1[CH:24]=[C:25]([NH:2][C:1]2[C:3]3[C:11]4[CH2:10][CH2:9][N:8]([C:12]([O:14][CH2:15][CH3:16])=[O:13])[CH2:7][C:6]=4[O:5][C:4]=3[N:17]=[CH:18][N:19]=2)[CH:27]=[CH:28][C:29]=1[Cl:30]. The yield is 0.340.